Dataset: Forward reaction prediction with 1.9M reactions from USPTO patents (1976-2016). Task: Predict the product of the given reaction. Given the reactants [CH3:1][N:2](C)[C:3]1[CH:8]=[CH:7][CH:6]=[CH:5][CH:4]=1.FC(F)(F)S(O[C:16]1[CH:21]=[CH:20][C:19]([CH3:22])=[CH:18][C:17]=1[Si](C)(C)C)(=O)=O.[F-].[K+].C1OCCOCCOCCOCCOCCOC1, predict the reaction product. The product is: [CH3:1][N:2]([C:3]1[CH:8]=[CH:7][CH:6]=[CH:5][CH:4]=1)[C:16]1[CH:21]=[CH:20][C:19]([CH3:22])=[CH:18][CH:17]=1.[CH3:1][N:2]([C:3]1[CH:8]=[CH:7][CH:6]=[CH:5][CH:4]=1)[C:17]1[CH:16]=[CH:21][CH:20]=[C:19]([CH3:22])[CH:18]=1.